Dataset: Forward reaction prediction with 1.9M reactions from USPTO patents (1976-2016). Task: Predict the product of the given reaction. (1) Given the reactants [I:1][C:2]1[C:3]([S:11][C:12]2[NH:13][C:14]3[C:19]([N:20]=2)=[C:18]([NH2:21])[N:17]=[CH:16][N:15]=3)=[CH:4][C:5]2[O:9][CH2:8][O:7][C:6]=2[CH:10]=1.Br[CH2:23][CH2:24][NH:25][S:26]([CH3:29])(=[O:28])=[O:27].C([O-])([O-])=O.[Cs+].[Cs+], predict the reaction product. The product is: [NH2:21][C:18]1[N:17]=[CH:16][N:15]=[C:14]2[C:19]=1[N:20]=[C:12]([S:11][C:3]1[C:2]([I:1])=[CH:10][C:6]3[O:7][CH2:8][O:9][C:5]=3[CH:4]=1)[N:13]2[CH2:23][CH2:24][NH:25][S:26]([CH3:29])(=[O:28])=[O:27]. (2) The product is: [Cl:19][C:20]1[CH:25]=[CH:24][C:23]([O:26][C:2]2[C:7]([CH3:8])=[C:6]([N:9]([CH2:13][CH2:14][CH3:15])[CH2:10][CH2:11][CH3:12])[N:5]3[N:16]=[CH:17][CH:18]=[C:4]3[N:3]=2)=[C:22]([CH3:27])[CH:21]=1. Given the reactants Cl[C:2]1[C:7]([CH3:8])=[C:6]([N:9]([CH2:13][CH2:14][CH3:15])[CH2:10][CH2:11][CH3:12])[N:5]2[N:16]=[CH:17][CH:18]=[C:4]2[N:3]=1.[Cl:19][C:20]1[CH:21]=[C:22]([CH3:27])[C:23]([OH:26])=[CH:24][CH:25]=1.C(=O)([O-])[O-].[Cs+].[Cs+], predict the reaction product. (3) Given the reactants [NH2:1][C@H:2]1[C:11]2[CH:10]=[N:9][CH:8]=[C:7]([C:12]3[CH:13]=[C:14]4[C:19](=[CH:20][CH:21]=3)[N:18]([CH3:22])[C:17](=[O:23])[CH2:16][CH2:15]4)[C:6]=2[CH2:5][CH2:4][CH2:3]1.[CH3:24][S:25](Cl)(=[O:27])=[O:26], predict the reaction product. The product is: [CH3:22][N:18]1[C:19]2[C:14](=[CH:13][C:12]([C:7]3[C:6]4[CH2:5][CH2:4][CH2:3][C@@H:2]([NH:1][S:25]([CH3:24])(=[O:27])=[O:26])[C:11]=4[CH:10]=[N:9][CH:8]=3)=[CH:21][CH:20]=2)[CH2:15][CH2:16][C:17]1=[O:23].